This data is from Reaction yield outcomes from USPTO patents with 853,638 reactions. The task is: Predict the reaction yield, written as a fraction of the theoretical maximum amount of product (1.0 means a 100% yield; for example, 0.34 means a 34% yield). (1) The reactants are [Cl:1][C:2]1[N:7]=[C:6]([C:8]([O:10][CH2:11][CH3:12])=[O:9])[C:5](F)=[CH:4][N:3]=1.[N:14]1([CH2:20][CH2:21][NH2:22])[CH2:19][CH2:18][O:17][CH2:16][CH2:15]1. No catalyst specified. The product is [Cl:1][C:2]1[N:7]=[C:6]([C:8]([O:10][CH2:11][CH3:12])=[O:9])[C:5]([NH:22][CH2:21][CH2:20][N:14]2[CH2:19][CH2:18][O:17][CH2:16][CH2:15]2)=[CH:4][N:3]=1. The yield is 0.630. (2) The reactants are [Br:1]Br.[CH3:3][CH:4]1[C:12]2[C:7](=[CH:8][CH:9]=[CH:10][CH:11]=2)[NH:6][C:5]1=[O:13].C([O-])(=O)C.[Na+].C(=O)([O-])[O-].[Na+].[Na+]. The catalyst is C(O)(=O)C. The product is [Br:1][C:10]1[CH:9]=[CH:8][C:7]2[C:12](=[C:4]([CH3:3])[C:5](=[O:13])[N:6]=2)[CH:11]=1. The yield is 0.930. (3) The reactants are [Cl:1][C:2]1[CH:7]=[CH:6][C:5]([CH2:8][C:9](N)=[O:10])=[CH:4][C:3]=1[N+:12]([O-:14])=[O:13].[CH3:15][OH:16]. No catalyst specified. The product is [CH3:15][O:16][C:9](=[O:10])[CH2:8][C:5]1[CH:6]=[CH:7][C:2]([Cl:1])=[C:3]([N+:12]([O-:14])=[O:13])[CH:4]=1. The yield is 0.890.